From a dataset of Catalyst prediction with 721,799 reactions and 888 catalyst types from USPTO. Predict which catalyst facilitates the given reaction. Reactant: C[O:2][C:3](=[O:35])[CH2:4][C:5]12[CH2:12][CH2:11][C:8]([C:13]3[CH:18]=[CH:17][C:16]([C:19]4[CH:24]=[CH:23][C:22]([NH:25][C:26]5[O:27][C:28]([C:31]([CH3:34])([CH3:33])[CH3:32])=[N:29][N:30]=5)=[CH:21][CH:20]=4)=[CH:15][CH:14]=3)([CH2:9][CH2:10]1)[O:7][CH2:6]2.O.[OH-].[Li+]. Product: [C:31]([C:28]1[O:27][C:26]([NH:25][C:22]2[CH:21]=[CH:20][C:19]([C:16]3[CH:17]=[CH:18][C:13]([C:8]45[CH2:9][CH2:10][C:5]([CH2:4][C:3]([OH:35])=[O:2])([CH2:12][CH2:11]4)[CH2:6][O:7]5)=[CH:14][CH:15]=3)=[CH:24][CH:23]=2)=[N:30][N:29]=1)([CH3:34])([CH3:32])[CH3:33]. The catalyst class is: 738.